Task: Predict the reaction yield, written as a fraction of the theoretical maximum amount of product (1.0 means a 100% yield; for example, 0.34 means a 34% yield).. Dataset: Reaction yield outcomes from USPTO patents with 853,638 reactions (1) The reactants are CN(C(ON1N=NC2C=CC=NC1=2)=[N+](C)C)C.F[P-](F)(F)(F)(F)F.[CH3:25][O:26][C@:27]1([C:36]2[CH:45]=[CH:44][C:43]3[C:38](=[CH:39][C:40]([CH:48]=[CH2:49])=[C:41]([O:46][CH3:47])[CH:42]=3)[CH:37]=2)[CH2:31][NH:30][C@H:29]([C:32]([O:34][CH3:35])=[O:33])[CH2:28]1.[CH2:50]([C:53]1([CH2:56][CH2:57][O:58][C:59]([NH:61][C@@H:62]([C:66]([CH3:69])([CH3:68])[CH3:67])[C:63](O)=[O:64])=[O:60])[CH2:55][CH2:54]1)[CH:51]=[CH2:52]. The catalyst is C(Cl)Cl. The product is [CH2:50]([C:53]1([CH2:56][CH2:57][O:58][C:59]([NH:61][C@@H:62]([C:66]([CH3:69])([CH3:68])[CH3:67])[C:63]([N:30]2[CH2:31][C@:27]([O:26][CH3:25])([C:36]3[CH:45]=[CH:44][C:43]4[C:38](=[CH:39][C:40]([CH:48]=[CH2:49])=[C:41]([O:46][CH3:47])[CH:42]=4)[CH:37]=3)[CH2:28][C@H:29]2[C:32]([O:34][CH3:35])=[O:33])=[O:64])=[O:60])[CH2:54][CH2:55]1)[CH:51]=[CH2:52]. The yield is 0.560. (2) The reactants are [C:1]([C:5]1[CH:9]=[C:8]([NH:10][C:11]([NH:13][C:14]2[CH:19]=[C:18]([N:20]3[CH2:29][C:28]4[C:23](=[N:24][C:25](SC)=[N:26][CH:27]=4)[N:22]([CH3:32])[C:21]3=[O:33])[C:17]([CH3:34])=[CH:16][C:15]=2[F:35])=[O:12])[N:7]([C:36]2[CH:41]=[CH:40][CH:39]=[CH:38][CH:37]=2)[N:6]=1)([CH3:4])([CH3:3])[CH3:2].C1C=C(Cl)C=C(C(OO)=O)C=1.[CH3:53][NH2:54]. No catalyst specified. The product is [C:1]([C:5]1[CH:9]=[C:8]([NH:10][C:11]([NH:13][C:14]2[CH:19]=[C:18]([N:20]3[CH2:29][C:28]4[C:23](=[N:24][C:25]([NH:54][CH3:53])=[N:26][CH:27]=4)[N:22]([CH3:32])[C:21]3=[O:33])[C:17]([CH3:34])=[CH:16][C:15]=2[F:35])=[O:12])[N:7]([C:36]2[CH:41]=[CH:40][CH:39]=[CH:38][CH:37]=2)[N:6]=1)([CH3:4])([CH3:3])[CH3:2]. The yield is 0.660. (3) The reactants are [NH:1]1[C:5]2=[N:6][CH:7]=[CH:8][CH:9]=[C:4]2[CH:3]=[CH:2]1.[OH-].[Na+].[C:12]([O:16][C:17](=[O:36])[N:18]([CH2:28][C:29]1[CH:34]=[CH:33][C:32]([Cl:35])=[CH:31][CH:30]=1)[C:19]1[CH:24]=[CH:23][C:22]([CH:25]=[O:26])=[C:21]([Cl:27])[N:20]=1)([CH3:15])([CH3:14])[CH3:13].O. The catalyst is CO. The product is [C:12]([O:16][C:17](=[O:36])[N:18]([CH2:28][C:29]1[CH:34]=[CH:33][C:32]([Cl:35])=[CH:31][CH:30]=1)[C:19]1[CH:24]=[CH:23][C:22]([CH:25]([OH:26])[C:3]2[C:4]3[C:5](=[N:6][CH:7]=[CH:8][CH:9]=3)[NH:1][CH:2]=2)=[C:21]([Cl:27])[N:20]=1)([CH3:15])([CH3:13])[CH3:14]. The yield is 0.510. (4) The reactants are C(O)(C(F)(F)F)=O.[C:8]([C:10]1[N:11]=[CH:12][C:13]([NH:16][C:17]2[CH:22]=[C:21]([NH:23][CH2:24][CH:25]3[CH2:30][CH2:29][N:28](C(OC(C)(C)C)=O)[CH2:27][CH2:26]3)[C:20](/[CH:38]=[CH:39]/[CH2:40][O:41][CH3:42])=[CH:19][N:18]=2)=[N:14][CH:15]=1)#[N:9]. The catalyst is ClCCl. The product is [CH3:42][O:41][CH2:40]/[CH:39]=[CH:38]/[C:20]1[C:21]([NH:23][CH2:24][CH:25]2[CH2:26][CH2:27][NH:28][CH2:29][CH2:30]2)=[CH:22][C:17]([NH:16][C:13]2[N:14]=[CH:15][C:10]([C:8]#[N:9])=[N:11][CH:12]=2)=[N:18][CH:19]=1. The yield is 0.510. (5) The reactants are NN.[Br:3][C:4]1[CH:5]=[CH:6][C:7]([F:31])=[C:8]([C:10]2([CH3:30])[CH2:15][C:14]3([CH2:20][CH2:19][CH2:18][CH2:17][CH2:16]3)[S:13][C:12]([NH:21]C(=O)C3C=CC=CC=3)=[N:11]2)[CH:9]=1. The catalyst is C(Cl)Cl. The product is [Br:3][C:4]1[CH:5]=[CH:6][C:7]([F:31])=[C:8]([C:10]2([CH3:30])[CH2:15][C:14]3([CH2:20][CH2:19][CH2:18][CH2:17][CH2:16]3)[S:13][C:12]([NH2:21])=[N:11]2)[CH:9]=1. The yield is 0.976.